From a dataset of Forward reaction prediction with 1.9M reactions from USPTO patents (1976-2016). Predict the product of the given reaction. (1) Given the reactants C([O:3][C:4]([C:6]1[C:11]([CH3:12])=[CH:10][C:9]([Br:13])=[CH:8][N:7]=1)=O)C.[NH3:14].CO, predict the reaction product. The product is: [Br:13][C:9]1[CH:10]=[C:11]([CH3:12])[C:6]([C:4]([NH2:14])=[O:3])=[N:7][CH:8]=1. (2) Given the reactants [Cl:1][C:2]1[N:7]=[C:6]2[N:8]([CH2:11][C:12]3[CH:17]=[CH:16][CH:15]=[C:14]([C:18]([F:21])([F:20])[F:19])[C:13]=3[CH3:22])[CH:9]=[N:10][C:5]2=[C:4](Cl)[CH:3]=1.[CH3:24][O-:25].[Na+], predict the reaction product. The product is: [Cl:1][C:2]1[N:7]=[C:6]2[N:8]([CH2:11][C:12]3[CH:17]=[CH:16][CH:15]=[C:14]([C:18]([F:21])([F:20])[F:19])[C:13]=3[CH3:22])[CH:9]=[N:10][C:5]2=[C:4]([O:25][CH3:24])[CH:3]=1. (3) Given the reactants [F:1][C:2]([F:26])([F:25])[C:3]1[N:8]2[N:9]=[CH:10][C:11]([C:12](O)=[O:13])=[C:7]2[N:6]=[C:5]([C:15]2[CH:20]=[CH:19][C:18]([C:21]([F:24])([F:23])[F:22])=[CH:17][CH:16]=2)[CH:4]=1.[NH2:27][C:28]1[CH:29]=[C:30]([S:34]([NH:37][C:38]2[CH:43]=[CH:42][CH:41]=[CH:40][CH:39]=2)(=[O:36])=[O:35])[CH:31]=[CH:32][CH:33]=1, predict the reaction product. The product is: [C:38]1([NH:37][S:34]([C:30]2[CH:29]=[C:28]([NH:27][C:12]([C:11]3[CH:10]=[N:9][N:8]4[C:3]([C:2]([F:25])([F:1])[F:26])=[CH:4][C:5]([C:15]5[CH:16]=[CH:17][C:18]([C:21]([F:22])([F:23])[F:24])=[CH:19][CH:20]=5)=[N:6][C:7]=34)=[O:13])[CH:33]=[CH:32][CH:31]=2)(=[O:35])=[O:36])[CH:39]=[CH:40][CH:41]=[CH:42][CH:43]=1. (4) Given the reactants [C:1]([C:3]1[CH:8]=[CH:7][C:6]([CH:9]2[CH2:14][CH2:13][N:12]([C:15]([C:17]3[CH:18]=[CH:19][C:20]([CH3:32])=[C:21]([NH:23][S:24]([CH2:27][C:28]([O:30]C)=[O:29])(=[O:26])=[O:25])[CH:22]=3)=[O:16])[CH2:11][CH2:10]2)=[CH:5][CH:4]=1)#[N:2].[OH-].[Na+], predict the reaction product. The product is: [C:1]([C:3]1[CH:4]=[CH:5][C:6]([CH:9]2[CH2:14][CH2:13][N:12]([C:15]([C:17]3[CH:18]=[CH:19][C:20]([CH3:32])=[C:21]([NH:23][S:24]([CH2:27][C:28]([OH:30])=[O:29])(=[O:26])=[O:25])[CH:22]=3)=[O:16])[CH2:11][CH2:10]2)=[CH:7][CH:8]=1)#[N:2]. (5) Given the reactants [NH2:1][C:2]1[CH:3]=[C:4]2[C:8](=[CH:9][CH:10]=1)[N:7]([CH:11]([CH2:13][CH3:14])[CH3:12])[C:6](=[O:15])[CH2:5]2.[C:16]([O:20][C:21](=[O:27])[NH:22][CH2:23][C@H:24]1[CH2:26][O:25]1)([CH3:19])([CH3:18])[CH3:17].FC(F)(F)S([O-])(=O)=O.[Li+], predict the reaction product. The product is: [C:16]([O:20][C:21](=[O:27])[NH:22][CH2:23][C@H:24]([OH:25])[CH2:26][NH:1][C:2]1[CH:3]=[C:4]2[C:8](=[CH:9][CH:10]=1)[N:7]([CH:11]([CH2:13][CH3:14])[CH3:12])[C:6](=[O:15])[CH2:5]2)([CH3:18])([CH3:17])[CH3:19]. (6) Given the reactants [CH2:1]([N:8]1[CH2:13][CH2:12][NH:11][CH:10]([CH2:14][C:15]([O:17]C)=[O:16])[CH2:9]1)[C:2]1[CH:7]=[CH:6][CH:5]=[CH:4][CH:3]=1.F[C:20]1[CH:25]=[C:24]([O:26][CH3:27])[CH:23]=[CH:22][C:21]=1[N+:28]([O-:30])=[O:29].C(=O)([O-])[O-].[K+].[K+].C1OCCOCCOCCOCCOCCOC1, predict the reaction product. The product is: [CH2:1]([N:8]1[CH2:13][CH2:12][N:11]([C:20]2[CH:25]=[C:24]([O:26][CH3:27])[CH:23]=[CH:22][C:21]=2[N+:28]([O-:30])=[O:29])[CH:10]([CH2:14][C:15]([OH:17])=[O:16])[CH2:9]1)[C:2]1[CH:3]=[CH:4][CH:5]=[CH:6][CH:7]=1. (7) Given the reactants [OH:1][C:2]12[CH2:11][CH:6]3[CH2:7][CH:8]([CH2:10][CH:4]([CH:5]3[NH:12][C:13]([C:15]3[CH:26]=[CH:25][C:18]4[N:19]([CH2:22][CH2:23][NH2:24])[CH:20]=[N:21][C:17]=4[CH:16]=3)=[O:14])[CH2:3]1)[CH2:9]2.CCN(C(C)C)C(C)C.[OH:36][CH:37]1[CH2:42][CH2:41][N:40]([C:43](Cl)=[O:44])[CH2:39][CH2:38]1, predict the reaction product. The product is: [OH:1][C:2]12[CH2:3][CH:4]3[CH2:10][CH:8]([CH2:7][CH:6]([CH:5]3[NH:12][C:13]([C:15]3[CH:26]=[CH:25][C:18]4[N:19]([CH2:22][CH2:23][NH:24][C:43]([N:40]5[CH2:41][CH2:42][CH:37]([OH:36])[CH2:38][CH2:39]5)=[O:44])[CH:20]=[N:21][C:17]=4[CH:16]=3)=[O:14])[CH2:11]1)[CH2:9]2.